From a dataset of Forward reaction prediction with 1.9M reactions from USPTO patents (1976-2016). Predict the product of the given reaction. (1) Given the reactants Cl.[Cl:2][C:3]1[CH:4]=[C:5]([C:11]2([C:28]([F:31])([F:30])[F:29])[CH2:15][C:14]([C:16]3[CH:17]=[C:18]4[C:22](=[CH:23][CH:24]=3)[C:21]3([CH2:27][NH:26][CH2:25]3)[O:20][CH2:19]4)=[N:13][CH2:12]2)[CH:6]=[C:7]([Cl:10])[C:8]=1[Cl:9].CCN(C(C)C)C(C)C.[C:41](O)(=[O:45])[CH:42]([CH3:44])[CH3:43].C(P1(=O)OP(CCC)(=O)OP(CCC)(=O)O1)CC, predict the reaction product. The product is: [CH3:43][CH:42]([CH3:44])[C:41]([N:26]1[CH2:25][C:21]2([C:22]3[C:18](=[CH:17][C:16]([C:14]4[CH2:15][C:11]([C:5]5[CH:4]=[C:3]([Cl:2])[C:8]([Cl:9])=[C:7]([Cl:10])[CH:6]=5)([C:28]([F:30])([F:29])[F:31])[CH2:12][N:13]=4)=[CH:24][CH:23]=3)[CH2:19][O:20]2)[CH2:27]1)=[O:45]. (2) Given the reactants [NH2:1][C:2]1[C:7]2=[C:8]([C:19]3[CH:24]=[CH:23][C:22]([NH2:25])=[CH:21][CH:20]=3)[C:9]([C:11]([NH:13][CH2:14][C:15]([F:18])([F:17])[F:16])=[O:12])=[CH:10][N:6]2[N:5]=[CH:4][N:3]=1.C([N:33]1[CH:37]=[CH:36][N:35]=[CH:34]1)([N:33]1[CH:37]=[CH:36][N:35]=[CH:34]1)=S.[C:38]1(N)[CH:43]=CC=[CH:40][C:39]=1N.C(N=C=NC(C)C)(C)C, predict the reaction product. The product is: [NH2:1][C:2]1[C:7]2=[C:8]([C:19]3[CH:24]=[CH:23][C:22]([NH:25][C:34]4[NH:33][C:37]5[CH:43]=[CH:38][CH:39]=[CH:40][C:36]=5[N:35]=4)=[CH:21][CH:20]=3)[C:9]([C:11]([NH:13][CH2:14][C:15]([F:18])([F:17])[F:16])=[O:12])=[CH:10][N:6]2[N:5]=[CH:4][N:3]=1. (3) Given the reactants C(OC(=O)[NH:7][C:8]1[CH:13]=[C:12]([N:14]([CH2:16][CH3:17])[CH3:15])[C:11]([Cl:18])=[CH:10][C:9]=1[NH:19][C:20](=[O:43])[CH2:21][C:22](=O)[C:23]1[CH:28]=[CH:27][CH:26]=[C:25]([N:29]2[C:33]([CH2:34][O:35]C3CCCCO3)=[CH:32][N:31]=[N:30]2)[CH:24]=1)(C)(C)C.C(O)(C(F)(F)F)=O, predict the reaction product. The product is: [Cl:18][C:11]1[C:12]([N:14]([CH2:16][CH3:17])[CH3:15])=[CH:13][C:8]2[N:7]=[C:22]([C:23]3[CH:28]=[CH:27][CH:26]=[C:25]([N:29]4[C:33]([CH2:34][OH:35])=[CH:32][N:31]=[N:30]4)[CH:24]=3)[CH2:21][C:20](=[O:43])[NH:19][C:9]=2[CH:10]=1. (4) Given the reactants [F:1][C:2]1[C:8]([C:9]([F:12])([F:11])[F:10])=[CH:7][CH:6]=[CH:5][C:3]=1[NH2:4].[Br:13][C:14]1[CH:15]=[C:16]([CH:20]=[CH:21][C:22]=1[F:23])[C:17](Cl)=[O:18].C(N(CC)CC)C, predict the reaction product. The product is: [Br:13][C:14]1[CH:15]=[C:16]([CH:20]=[CH:21][C:22]=1[F:23])[C:17]([NH:4][C:3]1[CH:5]=[CH:6][CH:7]=[C:8]([C:9]([F:10])([F:11])[F:12])[C:2]=1[F:1])=[O:18]. (5) Given the reactants [N+:1]([C:4]1[CH:5]=[N:6][CH:7]=[CH:8][C:9]=1[N:10]1[CH2:15][CH2:14][NH:13][CH2:12][CH2:11]1)([O-:3])=[O:2].[C:16]([NH:23][CH2:24][CH2:25][C:26](O)=[O:27])([O:18][C:19]([CH3:22])([CH3:21])[CH3:20])=[O:17].C1C=NC2N(O)N=NC=2C=1.C(Cl)CCl, predict the reaction product. The product is: [N+:1]([C:4]1[CH:5]=[N:6][CH:7]=[CH:8][C:9]=1[N:10]1[CH2:15][CH2:14][N:13]([C:26](=[O:27])[CH2:25][CH2:24][NH:23][C:16](=[O:17])[O:18][C:19]([CH3:20])([CH3:21])[CH3:22])[CH2:12][CH2:11]1)([O-:3])=[O:2]. (6) Given the reactants [CH3:1][N:2]1[C:10]2[C:5](=[CH:6][C:7]([C:11]([F:14])([F:13])[F:12])=[CH:8][CH:9]=2)[C:4]([CH3:15])=[C:3]1[C:16](O)=[O:17].C[O:20][C:21](=[O:43])[C:22]([CH3:42])([CH3:41])[CH2:23][C:24]1[CH:29]=[CH:28][C:27]([O:30][C:31]2[CH:36]=[C:35]([F:37])[CH:34]=[C:33]([CH2:38][NH2:39])[CH:32]=2)=[CH:26][C:25]=1[CH3:40], predict the reaction product. The product is: [CH3:1][N:2]1[C:10]2[C:5](=[CH:6][C:7]([C:11]([F:12])([F:13])[F:14])=[CH:8][CH:9]=2)[C:4]([CH3:15])=[C:3]1[C:16]([NH:39][CH2:38][C:33]1[CH:32]=[C:31]([CH:36]=[C:35]([F:37])[CH:34]=1)[O:30][C:27]1[CH:28]=[CH:29][C:24]([CH2:23][C:22]([CH3:41])([CH3:42])[C:21]([OH:20])=[O:43])=[C:25]([CH3:40])[CH:26]=1)=[O:17]. (7) Given the reactants [C:1]1([CH:6]([C:11]([O:13][CH3:14])=[O:12])[C:7]([O:9][CH3:10])=[O:8])[CH2:5][CH2:4][CH2:3][CH:2]=1.[CH3:15]I, predict the reaction product. The product is: [C:1]1([C:6]([CH3:15])([C:7]([O:9][CH3:10])=[O:8])[C:11]([O:13][CH3:14])=[O:12])[CH2:5][CH2:4][CH2:3][CH:2]=1.